From a dataset of Forward reaction prediction with 1.9M reactions from USPTO patents (1976-2016). Predict the product of the given reaction. (1) Given the reactants [N:1]1[NH:2][N:3]=[N:4][C:5]=1[C:6]1[CH:17]=[CH:16][C:9]([O:10][CH2:11][C:12](OC)=[O:13])=[CH:8][CH:7]=1.O.[NH2:19][NH2:20], predict the reaction product. The product is: [NH:4]1[C:5]([C:6]2[CH:17]=[CH:16][C:9]([O:10][CH2:11][C:12]([NH:19][NH2:20])=[O:13])=[CH:8][CH:7]=2)=[N:1][N:2]=[N:3]1. (2) Given the reactants [N:1]1[CH:6]=[CH:5][CH:4]=[N:3][C:2]=1[CH2:7][C:8]([O:10][CH3:11])=[O:9].C([O-])(O)=O.[Na+].Cl[CH2:18][CH:19]=O.[Br-].[Li+], predict the reaction product. The product is: [N:1]1[C:2]2[N:3]([CH:18]=[CH:19][C:7]=2[C:8]([O:10][CH3:11])=[O:9])[CH:4]=[CH:5][CH:6]=1. (3) Given the reactants [CH:1]1([CH2:7][C:8]2[N:9]=[N:10][N:11]([C@@H:13]3[C@H:17]4[O:18][CH2:19][C@H:20]([NH2:21])[C@H:16]4[O:15][CH2:14]3)[CH:12]=2)[CH2:6][CH2:5][CH2:4][CH2:3][CH2:2]1.[CH3:22][N:23]1[CH:27]=[C:26]([C:28](O)=[O:29])[N:25]=[CH:24]1, predict the reaction product. The product is: [CH:1]1([CH2:7][C:8]2[N:9]=[N:10][N:11]([C@@H:13]3[C@H:17]4[O:18][CH2:19][C@H:20]([NH:21][C:28]([C:26]5[N:25]=[CH:24][N:23]([CH3:22])[CH:27]=5)=[O:29])[C@H:16]4[O:15][CH2:14]3)[CH:12]=2)[CH2:2][CH2:3][CH2:4][CH2:5][CH2:6]1. (4) The product is: [I-:25].[CH3:26][N+:18]12[CH2:19][CH2:20][CH:21]([CH2:22][CH2:23]1)[CH:16]([CH2:15][O:14][C:13](=[O:24])[NH:12][C:11]1[CH:10]=[CH:9][S:8][C:7]=1[C:1]1[CH:6]=[CH:5][CH:4]=[CH:3][CH:2]=1)[CH2:17]2. Given the reactants [C:1]1([C:7]2[S:8][CH:9]=[CH:10][C:11]=2[NH:12][C:13](=[O:24])[O:14][CH2:15][CH:16]2[CH:21]3[CH2:22][CH2:23][N:18]([CH2:19][CH2:20]3)[CH2:17]2)[CH:6]=[CH:5][CH:4]=[CH:3][CH:2]=1.[I:25][CH3:26], predict the reaction product. (5) Given the reactants CC(C1C=C(C(C)C)C(C2C=CC=CC=2P(C2CCCCC2)C2CCCCC2)=C(C(C)C)C=1)C.[B:44]1([B:44]2[O:48][C:47]([CH3:50])([CH3:49])[C:46]([CH3:52])([CH3:51])[O:45]2)[O:48][C:47]([CH3:50])([CH3:49])[C:46]([CH3:52])([CH3:51])[O:45]1.Br[C:54]1[CH:59]=[CH:58][C:57]([C:60]([F:63])([F:62])[F:61])=[CH:56][C:55]=1[CH:64]1[CH2:69][CH2:68][N:67]([C:70]([O:72][C:73]([CH3:76])([CH3:75])[CH3:74])=[O:71])[CH2:66][CH2:65]1.P([O-])([O-])([O-])=O.[K+].[K+].[K+], predict the reaction product. The product is: [CH3:50][C:47]1([CH3:49])[C:46]([CH3:51])([CH3:52])[O:45][B:44]([C:54]2[CH:59]=[CH:58][C:57]([C:60]([F:63])([F:61])[F:62])=[CH:56][C:55]=2[CH:64]2[CH2:69][CH2:68][N:67]([C:70]([O:72][C:73]([CH3:76])([CH3:75])[CH3:74])=[O:71])[CH2:66][CH2:65]2)[O:48]1.